From a dataset of Full USPTO retrosynthesis dataset with 1.9M reactions from patents (1976-2016). Predict the reactants needed to synthesize the given product. Given the product [ClH:12].[Cl:12][C:11]1[CH:7]=[C:3]([C:4]([NH2:6])=[O:5])[C:1](=[NH:2])[N:21]([CH2:20][C:19]2[CH:22]=[CH:23][CH:24]=[C:17]([O:16][CH3:15])[CH:18]=2)[CH:10]=1, predict the reactants needed to synthesize it. The reactants are: [C:1]([CH:3]([CH:7]1[C:11]([Cl:12])=[C:10](Cl)C(=O)O1)[C:4]([NH2:6])=[O:5])#[N:2].[CH3:15][O:16][C:17]1[CH:18]=[C:19]([CH:22]=[CH:23][CH:24]=1)[CH2:20][NH2:21].C(N(CC)CC)C.